From a dataset of Catalyst prediction with 721,799 reactions and 888 catalyst types from USPTO. Predict which catalyst facilitates the given reaction. (1) Reactant: Cl[C:2]1[CH:7]=[C:6]([O:8][CH:9]([CH3:11])C)[C:5]([N+:12]([O-:14])=[O:13])=[CH:4][C:3]=1[CH3:15].[CH2:16](OB(C=C)OCCCC)[CH2:17]CC.[C:29](=O)([O-])[O-].[Na+].[Na+]. Product: [CH3:15][C:3]1[CH:4]=[C:5]([N+:12]([O-:14])=[O:13])[C:6]([O:8][CH2:9][CH2:11][CH3:29])=[CH:7][C:2]=1[CH:16]=[CH2:17]. The catalyst class is: 20. (2) Reactant: [NH2:1][C:2]1[CH:7]=[C:6]([O:8][CH2:9][CH2:10][O:11][CH3:12])[CH:5]=[CH:4][C:3]=1/[CH:13]=[CH:14]/[C:15]([O:17][CH2:18][CH3:19])=[O:16].[Cl:20][C:21]1[CH:29]=[C:28]([Cl:30])[CH:27]=[CH:26][C:22]=1[C:23](Cl)=[O:24].C(N(CC)CC)C. Product: [Cl:20][C:21]1[CH:29]=[C:28]([Cl:30])[CH:27]=[CH:26][C:22]=1[C:23]([NH:1][C:2]1[CH:7]=[C:6]([O:8][CH2:9][CH2:10][O:11][CH3:12])[CH:5]=[CH:4][C:3]=1/[CH:13]=[CH:14]/[C:15]([O:17][CH2:18][CH3:19])=[O:16])=[O:24]. The catalyst class is: 7. (3) Reactant: [O:1]=[C:2]1[C:6]([C:13]2[CH:18]=[CH:17][CH:16]=[CH:15][CH:14]=2)([C:7]2[CH:12]=[CH:11][CH:10]=[CH:9][CH:8]=2)[CH2:5][CH2:4][N:3]1[CH2:19][C:20](O)=[O:21].[N:23]1([C:29]([O:31][CH2:32][C:33]2[CH:38]=[CH:37][CH:36]=[CH:35][CH:34]=2)=[O:30])[CH2:28][CH2:27][NH:26][CH2:25][CH2:24]1.Cl.CN(C)CCCN=C=NCC. Product: [O:1]=[C:2]1[C:6]([C:13]2[CH:14]=[CH:15][CH:16]=[CH:17][CH:18]=2)([C:7]2[CH:12]=[CH:11][CH:10]=[CH:9][CH:8]=2)[CH2:5][CH2:4][N:3]1[CH2:19][C:20]([N:26]1[CH2:27][CH2:28][N:23]([C:29]([O:31][CH2:32][C:33]2[CH:38]=[CH:37][CH:36]=[CH:35][CH:34]=2)=[O:30])[CH2:24][CH2:25]1)=[O:21]. The catalyst class is: 172. (4) Reactant: C([O:5][C:6](=[O:31])[CH2:7][N:8]1[C:13]2[CH:14]=[CH:15][CH:16]=[CH:17][C:12]=2[S:11][CH:10]([CH2:18][N:19]([O:22][CH2:23][C:24]2[CH:29]=[CH:28][CH:27]=[CH:26][CH:25]=2)[CH:20]=[O:21])[C:9]1=[O:30])(C)(C)C.C(O)(C(F)(F)F)=O. Product: [CH2:23]([O:22][N:19]([CH2:18][CH:10]1[C:9](=[O:30])[N:8]([CH2:7][C:6]([OH:31])=[O:5])[C:13]2[CH:14]=[CH:15][CH:16]=[CH:17][C:12]=2[S:11]1)[CH:20]=[O:21])[C:24]1[CH:25]=[CH:26][CH:27]=[CH:28][CH:29]=1. The catalyst class is: 106. (5) Reactant: [Cl:1][C:2]1[CH:3]=[CH:4][C:5]([CH3:30])=[C:6]([C@H:8]([O:22][CH2:23][CH2:24][NH:25][C:26]([O:28][CH3:29])=[O:27])[C@@H:9]2[CH2:14][CH2:13][CH2:12][N:11](C(OC(C)(C)C)=O)[CH2:10]2)[CH:7]=1.C(=O)(O)[O-].[Na+]. Product: [Cl:1][C:2]1[CH:3]=[CH:4][C:5]([CH3:30])=[C:6]([C@@H:8]([C@@H:9]2[CH2:14][CH2:13][CH2:12][NH:11][CH2:10]2)[O:22][CH2:23][CH2:24][NH:25][C:26](=[O:27])[O:28][CH3:29])[CH:7]=1. The catalyst class is: 137. (6) Reactant: [CH2:1]([O:3][C:4]1[CH:13]=[C:12]2[C:7]([C:8]([NH:14][C:15]3[CH:20]=[CH:19][CH:18]=[C:17]([C:21]#[CH:22])[CH:16]=3)=[N:9][CH:10]=[N:11]2)=[CH:6][C:5]=1[NH2:23])[CH3:2].[Br:24][CH2:25]/[CH:26]=[CH:27]/[C:28](Cl)=[O:29].O. Product: [Br:24][CH2:25]/[CH:26]=[CH:27]/[C:28]([NH:23][C:5]1[CH:6]=[C:7]2[C:12](=[CH:13][C:4]=1[O:3][CH2:1][CH3:2])[N:11]=[CH:10][N:9]=[C:8]2[NH:14][C:15]1[CH:20]=[CH:19][CH:18]=[C:17]([C:21]#[CH:22])[CH:16]=1)=[O:29]. The catalyst class is: 1. (7) Reactant: [F:1][C:2]([F:48])([F:47])[C:3]1[CH:4]=[C:5]([C@H:13]2[O:17][C:16](=[O:18])[N:15]([CH2:19][C:20]3[C:25]([C:26]4[S:30][C:29]([C:31]5[CH:39]=[CH:38][C:34]([C:35]([OH:37])=[O:36])=[CH:33][C:32]=5[CH3:40])=[N:28][C:27]=4[CH3:41])=[CH:24][N:23]=[C:22](S(C)(=O)=O)[N:21]=3)[C@H:14]2[CH3:46])[CH:6]=[C:7]([C:9]([F:12])([F:11])[F:10])[CH:8]=1.[F:49][C:50]1([F:54])[CH2:53][NH:52][CH2:51]1.CCN(C(C)C)C(C)C. Product: [F:1][C:2]([F:47])([F:48])[C:3]1[CH:4]=[C:5]([C@H:13]2[O:17][C:16](=[O:18])[N:15]([CH2:19][C:20]3[C:25]([C:26]4[S:30][C:29]([C:31]5[CH:39]=[CH:38][C:34]([C:35]([OH:37])=[O:36])=[CH:33][C:32]=5[CH3:40])=[N:28][C:27]=4[CH3:41])=[CH:24][N:23]=[C:22]([N:52]4[CH2:53][C:50]([F:54])([F:49])[CH2:51]4)[N:21]=3)[C@H:14]2[CH3:46])[CH:6]=[C:7]([C:9]([F:12])([F:10])[F:11])[CH:8]=1. The catalyst class is: 1.